Dataset: Forward reaction prediction with 1.9M reactions from USPTO patents (1976-2016). Task: Predict the product of the given reaction. The product is: [C:26]1([C:24]2[N:23]=[C:22]([NH2:32])[N:21]=[C:20]([NH:14][C:13]3[CH:15]=[CH:16][C:10]([O:9][C:7]4[CH:6]=[CH:5][N:4]=[C:3]([C:2]([F:1])([F:17])[F:18])[N:8]=4)=[CH:11][CH:12]=3)[CH:25]=2)[CH:27]=[CH:28][CH:29]=[CH:30][CH:31]=1. Given the reactants [F:1][C:2]([F:18])([F:17])[C:3]1[N:8]=[C:7]([O:9][C:10]2[CH:16]=[CH:15][C:13]([NH2:14])=[CH:12][CH:11]=2)[CH:6]=[CH:5][N:4]=1.Cl[C:20]1[CH:25]=[C:24]([C:26]2[CH:31]=[CH:30][CH:29]=[CH:28][CH:27]=2)[N:23]=[C:22]([NH2:32])[N:21]=1.C(O)(C)C.[OH-].[Na+], predict the reaction product.